From a dataset of Full USPTO retrosynthesis dataset with 1.9M reactions from patents (1976-2016). Predict the reactants needed to synthesize the given product. (1) The reactants are: [CH3:1][C@:2]12[C@@:19]3([CH3:20])[C@@H:10]([C@:11]4([CH3:33])[C@@H:16]([CH2:17][CH2:18]3)[C:15]([CH3:22])([CH3:21])[C:14]([C:23]3[CH:32]=[CH:31][C:26]([C:27]([O:29]C)=[O:28])=[CH:25][CH:24]=3)=[CH:13][CH2:12]4)[CH2:9][CH2:8][C@@H:7]1[C@H:6]1[C@H:34]([C:37]([CH3:39])=[CH2:38])[CH2:35][CH2:36][C@:5]1([NH:40][CH2:41][CH2:42][C:43]([F:46])([F:45])[F:44])[CH2:4][CH2:3]2.[OH-].[Na+]. Given the product [CH3:1][C@:2]12[C@@:19]3([CH3:20])[C@@H:10]([C@:11]4([CH3:33])[C@@H:16]([CH2:17][CH2:18]3)[C:15]([CH3:21])([CH3:22])[C:14]([C:23]3[CH:24]=[CH:25][C:26]([C:27]([OH:29])=[O:28])=[CH:31][CH:32]=3)=[CH:13][CH2:12]4)[CH2:9][CH2:8][C@@H:7]1[C@H:6]1[C@H:34]([C:37]([CH3:39])=[CH2:38])[CH2:35][CH2:36][C@:5]1([NH:40][CH2:41][CH2:42][C:43]([F:44])([F:45])[F:46])[CH2:4][CH2:3]2, predict the reactants needed to synthesize it. (2) Given the product [CH3:18][O:7][CH2:6][C:5]1[CH:8]=[CH:9][CH:10]=[CH:11][C:4]=1[N+:1]([O-:3])=[O:2], predict the reactants needed to synthesize it. The reactants are: [N+:1]([C:4]1[CH:11]=[CH:10][CH:9]=[CH:8][C:5]=1[CH2:6][OH:7])([O-:3])=[O:2].[OH-].[Na+].S(OC)(O[CH3:18])(=O)=O. (3) Given the product [Cl:1][C:2]1[CH:7]=[C:6]([Cl:8])[CH:5]=[CH:4][C:3]=1[C:9]1[CH:10]=[CH:11][C:12]([S:15]([NH:18][C:19]2[CH:20]=[C:21]([CH:27]=[CH:28][CH:29]=2)[C:22]([OH:24])=[O:23])(=[O:16])=[O:17])=[CH:13][CH:14]=1, predict the reactants needed to synthesize it. The reactants are: [Cl:1][C:2]1[CH:7]=[C:6]([Cl:8])[CH:5]=[CH:4][C:3]=1[C:9]1[CH:14]=[CH:13][C:12]([S:15]([NH:18][C:19]2[CH:20]=[C:21]([CH:27]=[CH:28][CH:29]=2)[C:22]([O:24]CC)=[O:23])(=[O:17])=[O:16])=[CH:11][CH:10]=1.[OH-].[Na+].Cl. (4) Given the product [NH:32]([CH2:34][C@@H:35]([C@H:37]([C@@H:39]([C@@H:41]([CH2:43][OH:44])[OH:42])[OH:40])[OH:38])[OH:36])[CH3:33].[Cl:1][C:2]1[CH:3]=[C:4]([CH:13]=[CH:14][C:15]=1[C:16]1[N:20]=[C:19]([C:21]2[CH:22]=[N:23][C:24]([O:28][CH:29]([CH3:31])[CH3:30])=[C:25]([Cl:27])[CH:26]=2)[O:18][N:17]=1)[O:5][CH:6]1[CH2:9][CH:8]([C:10]([OH:12])=[O:11])[CH2:7]1, predict the reactants needed to synthesize it. The reactants are: [Cl:1][C:2]1[CH:3]=[C:4]([CH:13]=[CH:14][C:15]=1[C:16]1[N:20]=[C:19]([C:21]2[CH:22]=[N:23][C:24]([O:28][CH:29]([CH3:31])[CH3:30])=[C:25]([Cl:27])[CH:26]=2)[O:18][N:17]=1)[O:5][CH:6]1[CH2:9][CH:8]([C:10]([OH:12])=[O:11])[CH2:7]1.[NH:32]([CH2:34][C@@H:35]([C@H:37]([C@@H:39]([C@@H:41]([CH2:43][OH:44])[OH:42])[OH:40])[OH:38])[OH:36])[CH3:33].